This data is from Reaction yield outcomes from USPTO patents with 853,638 reactions. The task is: Predict the reaction yield, written as a fraction of the theoretical maximum amount of product (1.0 means a 100% yield; for example, 0.34 means a 34% yield). (1) The reactants are [CH2:1]([C@@H:8]1[NH:13][CH2:12][CH2:11][N:10]([C:14]2[CH:23]=[CH:22][C:21]([O:24][CH3:25])=[C:20]3[C:15]=2[CH:16]=[CH:17][C:18]([C:26]([F:29])([F:28])[F:27])=[N:19]3)[CH2:9]1)[C:2]1[CH:7]=[CH:6][CH:5]=[CH:4][CH:3]=1.[CH3:30][C:31]1[NH:35][N:34]=[C:33]([CH2:36][C:37](O)=[O:38])[N:32]=1. No catalyst specified. The product is [CH2:1]([C@H:8]1[CH2:9][N:10]([C:14]2[CH:23]=[CH:22][C:21]([O:24][CH3:25])=[C:20]3[C:15]=2[CH:16]=[CH:17][C:18]([C:26]([F:29])([F:27])[F:28])=[N:19]3)[CH2:11][CH2:12][N:13]1[C:37](=[O:38])[CH2:36][C:33]1[NH:34][N:35]=[C:31]([CH3:30])[N:32]=1)[C:2]1[CH:7]=[CH:6][CH:5]=[CH:4][CH:3]=1. The yield is 0.120. (2) The yield is 0.650. The catalyst is C1C=CC(/C=C/C(/C=C/C2C=CC=CC=2)=O)=CC=1.C1C=CC(/C=C/C(/C=C/C2C=CC=CC=2)=O)=CC=1.C1C=CC(/C=C/C(/C=C/C2C=CC=CC=2)=O)=CC=1.[Pd].[Pd].O1CCOCC1. The product is [Br:22][C:20]1[CH:21]=[C:16]([NH:14][C:12]2[CH:13]=[C:7]3[CH2:6][N:5]([CH2:4][CH2:3][O:2][CH3:1])[CH2:10][CH2:9][N:8]3[N:11]=2)[C:17](=[O:24])[N:18]([CH3:23])[CH:19]=1. The reactants are [CH3:1][O:2][CH2:3][CH2:4][N:5]1[CH2:10][CH2:9][N:8]2[N:11]=[C:12]([NH2:14])[CH:13]=[C:7]2[CH2:6]1.Br[C:16]1[C:17](=[O:24])[N:18]([CH3:23])[CH:19]=[C:20]([Br:22])[CH:21]=1.C(=O)([O-])[O-].[Cs+].[Cs+].CC1(C)C2C(=C(P(C3C=CC=CC=3)C3C=CC=CC=3)C=CC=2)OC2C(P(C3C=CC=CC=3)C3C=CC=CC=3)=CC=CC1=2. (3) The reactants are C1C2C(=CC=CC=2)[C@H](N)[C@@H]1O.[NH2:12][C:13]1[CH:14]=[CH:15][CH:16]=[C:17]2[C:22]=1[CH2:21][C:20](=[O:23])[CH2:19][CH2:18]2.[OH-].[K+]. The catalyst is C(O)(C)C.C1C=CC=CC=1.C1C=CC=CC=1.Cl[Ru]Cl.Cl[Ru]Cl. The product is [NH2:12][C:13]1[CH:14]=[CH:15][CH:16]=[C:17]2[C:22]=1[CH2:21][CH:20]([OH:23])[CH2:19][CH2:18]2. The yield is 0.650. (4) The catalyst is O1CCCC1CCO.O1CCCC1.C(OCC)(=O)C. The yield is 0.960. The reactants are [Cl-].[Ca+2].[Cl-].[BH4-].[Na+].[N:6]1([C:22]([O-:24])=[O:23])[CH:18]2[CH:9]([CH:10]([C:19]([O-:21])=O)[NH:11][C:12]3[CH:13]=[CH:14][CH:15]=[CH:16][C:17]=32)[CH2:8][CH2:7]1.C(=O)([O-])O.[Na+]. The product is [OH:21][CH2:19][C@H:10]1[C@H:9]2[CH2:8][CH2:7][N:6]([C:22]([O:24][C:9]([CH3:18])([CH3:10])[CH3:8])=[O:23])[C@H:18]2[C:17]2[CH:16]=[CH:15][CH:14]=[CH:13][C:12]=2[NH:11]1. (5) The reactants are [F:1][C:2]1[CH:11]=[C:10]2[C:5]([N:6]=[C:7]([C:13]([F:16])([F:15])[F:14])[C:8](O)=[N:9]2)=[CH:4][CH:3]=1.O=P(Cl)(Cl)[Cl:19].O.C(#N)C.O. The catalyst is C(#N)C. The product is [Cl:19][C:8]1[C:7]([C:13]([F:16])([F:15])[F:14])=[N:6][C:5]2[C:10]([N:9]=1)=[CH:11][C:2]([F:1])=[CH:3][CH:4]=2. The yield is 0.950.